This data is from Peptide-MHC class I binding affinity with 185,985 pairs from IEDB/IMGT. The task is: Regression. Given a peptide amino acid sequence and an MHC pseudo amino acid sequence, predict their binding affinity value. This is MHC class I binding data. The binding affinity (normalized) is 0.706. The MHC is HLA-B39:01 with pseudo-sequence HLA-B39:01. The peptide sequence is HPVLVTATL.